Dataset: Full USPTO retrosynthesis dataset with 1.9M reactions from patents (1976-2016). Task: Predict the reactants needed to synthesize the given product. (1) Given the product [F:19][C:17]1[CH:18]=[C:13]([C:4]2[N:5]3[C@H:10]([CH2:11][CH2:2][CH:3]=2)[CH2:9][CH2:8][CH2:7][C:6]3=[O:12])[CH:14]=[C:15]([F:21])[C:16]=1[F:20], predict the reactants needed to synthesize it. The reactants are: O[CH:2]1[CH2:11][C@H:10]2[N:5]([C:6](=[O:12])[CH2:7][CH2:8][CH2:9]2)[C@H:4]([C:13]2[CH:18]=[C:17]([F:19])[C:16]([F:20])=[C:15]([F:21])[CH:14]=2)[CH2:3]1.C(N(CC)CC)C.CS(Cl)(=O)=O.CC(C)([O-])C.[K+]. (2) Given the product [CH2:8]([N:15]1[CH2:16][CH2:17][CH2:18][CH:19]([C:20]([O:22][CH2:23][CH3:24])=[O:21])[C:26](=[O:28])[CH2:25]1)[C:9]1[CH:14]=[CH:13][CH:12]=[CH:11][CH:10]=1.[CH2:8]([N:15]1[CH2:16][CH2:17][CH2:18][CH2:19][C:20](=[O:21])[CH:25]1[C:26]([O:28][CH2:29][CH3:30])=[O:27])[C:9]1[CH:14]=[CH:13][CH:12]=[CH:11][CH:10]=1, predict the reactants needed to synthesize it. The reactants are: [O-]CC.[Na+].C(O)C.[CH2:8]([N:15]([CH2:25][C:26]([O:28][CH2:29][CH3:30])=[O:27])[CH2:16][CH2:17][CH2:18][CH2:19][C:20]([O:22][CH2:23][CH3:24])=[O:21])[C:9]1[CH:14]=[CH:13][CH:12]=[CH:11][CH:10]=1.